This data is from Forward reaction prediction with 1.9M reactions from USPTO patents (1976-2016). The task is: Predict the product of the given reaction. (1) The product is: [CH2:1]([C:8]1[CH:9]=[N:10][C:11]2[C:16]([C:17]=1[C:18]1[CH:19]=[C:20]([CH:23]=[CH:24][CH:25]=1)[CH2:21][NH:30][C:31]1[CH:40]=[CH:39][CH:38]=[C:37]3[C:32]=1[CH:33]=[CH:34][CH:35]=[C:36]3[CH2:41][C:42]([OH:44])=[O:43])=[CH:15][CH:14]=[CH:13][C:12]=2[C:26]([F:29])([F:28])[F:27])[C:2]1[CH:3]=[CH:4][CH:5]=[CH:6][CH:7]=1. Given the reactants [CH2:1]([C:8]1[CH:9]=[N:10][C:11]2[C:16]([C:17]=1[C:18]1[CH:19]=[C:20]([CH:23]=[CH:24][CH:25]=1)[CH:21]=O)=[CH:15][CH:14]=[CH:13][C:12]=2[C:26]([F:29])([F:28])[F:27])[C:2]1[CH:7]=[CH:6][CH:5]=[CH:4][CH:3]=1.[NH2:30][C:31]1[CH:40]=[CH:39][CH:38]=[C:37]2[C:32]=1[CH:33]=[CH:34][CH:35]=[C:36]2[CH2:41][C:42]([OH:44])=[O:43], predict the reaction product. (2) Given the reactants C([O:8][C:9]1[CH:10]=[C:11]2[C:15](=[CH:16][CH:17]=1)[NH:14][N:13]=[C:12]2[C:18]1[NH:19][C:20]2[C:25]([CH:26]=1)=[CH:24][CH:23]=[C:22]([O:27][CH2:28][CH2:29][N:30]([CH2:33][CH3:34])[CH2:31][CH3:32])[CH:21]=2)C1C=CC=CC=1.C([O-])=O.[NH4+], predict the reaction product. The product is: [CH2:33]([N:30]([CH2:31][CH3:32])[CH2:29][CH2:28][O:27][C:22]1[CH:21]=[C:20]2[C:25]([CH:26]=[C:18]([C:12]3[C:11]4[C:15](=[CH:16][CH:17]=[C:9]([OH:8])[CH:10]=4)[NH:14][N:13]=3)[NH:19]2)=[CH:24][CH:23]=1)[CH3:34]. (3) The product is: [NH2:2][CH2:1][C:3]1[CH:4]=[C:5]([C:17]([NH:19][CH2:20][C:21]2[C:22](=[O:29])[NH:23][C:24]([CH3:28])=[CH:25][C:26]=2[CH3:27])=[O:18])[C:6]2[CH:7]=[N:8][N:9]([CH:12]3[CH2:13][CH2:14][CH2:15][CH2:16]3)[C:10]=2[CH:11]=1. Given the reactants [C:1]([C:3]1[CH:4]=[C:5]([C:17]([NH:19][CH2:20][C:21]2[C:22](=[O:29])[NH:23][C:24]([CH3:28])=[CH:25][C:26]=2[CH3:27])=[O:18])[C:6]2[CH:7]=[N:8][N:9]([CH:12]3[CH2:16][CH2:15][CH2:14][CH2:13]3)[C:10]=2[CH:11]=1)#[N:2], predict the reaction product. (4) The product is: [Br:1][C:2]1[CH:9]=[CH:8][CH:7]=[CH:6][C:3]=1[CH:4]([OH:5])[CH2:15][CH2:16][CH2:17][CH2:18][CH2:19][CH3:20]. Given the reactants [Br:1][C:2]1[CH:9]=[CH:8][CH:7]=[CH:6][C:3]=1[CH:4]=[O:5].O1CCCC1.[CH2:15]([Mg]Br)[CH2:16][CH2:17][CH2:18][CH2:19][CH3:20].CCOCC, predict the reaction product. (5) The product is: [CH2:1]([C:5]1=[CH:6][N:7]([C:24]([CH3:26])([CH3:25])[CH3:27])[S:8]/[C:9]/1=[N:10]\[C:11]([C@:13]1([CH3:23])[CH2:17][CH2:16][C@H:15]([C:18]([NH:31][CH:28]([CH3:30])[CH3:29])=[O:19])[C:14]1([CH3:21])[CH3:22])=[O:12])[CH2:2][CH2:3][CH3:4]. Given the reactants [CH2:1]([C:5]1=[CH:6][N:7]([C:24]([CH3:27])([CH3:26])[CH3:25])[S:8]/[C:9]/1=[N:10]\[C:11]([C@:13]1([CH3:23])[CH2:17][CH2:16][C@H:15]([C:18](O)=[O:19])[C:14]1([CH3:22])[CH3:21])=[O:12])[CH2:2][CH2:3][CH3:4].[CH:28]([NH2:31])([CH3:30])[CH3:29], predict the reaction product. (6) Given the reactants [Cl:1][C:2]1[C:10]2[N:9]([CH2:11][C:12](OCC)=[O:13])[C:8]3[CH2:17][CH2:18][N:19]([C:22]([O:24][C:25]([CH3:28])([CH3:27])[CH3:26])=[O:23])[CH2:20][CH2:21][C:7]=3[C:6]=2[CH:5]=[C:4]([Cl:29])[CH:3]=1.[Li+].[BH4-].[OH-].[Na+].CCOC(C)=O, predict the reaction product. The product is: [Cl:1][C:2]1[C:10]2[N:9]([CH2:11][CH2:12][OH:13])[C:8]3[CH2:17][CH2:18][N:19]([C:22]([O:24][C:25]([CH3:27])([CH3:26])[CH3:28])=[O:23])[CH2:20][CH2:21][C:7]=3[C:6]=2[CH:5]=[C:4]([Cl:29])[CH:3]=1. (7) Given the reactants [C:1]([O:5][C:6]([N:8]1[CH2:13][CH2:12][C:11]2([CH2:18][CH2:17][CH:16]([NH:19]CC3C=CC=CC=3)[CH2:15][CH2:14]2)[CH2:10][CH2:9]1)=[O:7])([CH3:4])([CH3:3])[CH3:2], predict the reaction product. The product is: [C:1]([O:5][C:6]([N:8]1[CH2:13][CH2:12][C:11]2([CH2:14][CH2:15][CH:16]([NH2:19])[CH2:17][CH2:18]2)[CH2:10][CH2:9]1)=[O:7])([CH3:4])([CH3:2])[CH3:3]. (8) Given the reactants [Cl:1][C:2]1[C:3]([F:21])=[C:4]([CH:18]=[CH:19][CH:20]=1)[CH2:5][C:6]1[C:7]([O:16][CH3:17])=[CH:8][C:9]([F:15])=[C:10]([CH:14]=1)[C:11](O)=[O:12].S(Cl)([Cl:24])=O, predict the reaction product. The product is: [Cl:1][C:2]1[C:3]([F:21])=[C:4]([CH:18]=[CH:19][CH:20]=1)[CH2:5][C:6]1[C:7]([O:16][CH3:17])=[CH:8][C:9]([F:15])=[C:10]([CH:14]=1)[C:11]([Cl:24])=[O:12]. (9) Given the reactants [O:1]1[C:5]2[CH:6]=[CH:7][C:8]([C:10](=O)[CH2:11][C:12]3[CH:17]=[CH:16][N:15]=[C:14]([Cl:18])[N:13]=3)=[CH:9][C:4]=2[O:3][CH2:2]1.C1C(=O)N(Br)C(=O)C1.[CH2:28]([NH:30][C:31]([NH2:33])=[S:32])[CH3:29], predict the reaction product. The product is: [O:1]1[C:5]2[CH:6]=[CH:7][C:8]([C:10]3[N:33]=[C:31]([NH:30][CH2:28][CH3:29])[S:32][C:11]=3[C:12]3[CH:17]=[CH:16][N:15]=[C:14]([Cl:18])[N:13]=3)=[CH:9][C:4]=2[O:3][CH2:2]1. (10) The product is: [CH:57]1[C:58]2[C:53](=[C:52]([C:50]3[N:49]=[C:10]([C:7]4[CH:8]=[CH:9][N:4]([CH2:3][CH:2]([CH3:1])[CH3:14])[C:5](=[O:13])[CH:6]=4)[O:12][N:51]=3)[CH:61]=[CH:60][CH:59]=2)[CH:54]=[CH:55][N:56]=1. Given the reactants [CH3:1][CH:2]([CH3:14])[CH2:3][N:4]1[CH:9]=[CH:8][C:7]([C:10]([OH:12])=O)=[CH:6][C:5]1=[O:13].CN(C(ON1N=NC2C=CC=NC1=2)=[N+](C)C)C.F[P-](F)(F)(F)(F)F.CCN(C(C)C)C(C)C.O[NH:49][C:50]([C:52]1[C:53]2[CH:54]=[CH:55][N:56]=[CH:57][C:58]=2[CH:59]=[CH:60][CH:61]=1)=[NH:51], predict the reaction product.